This data is from Full USPTO retrosynthesis dataset with 1.9M reactions from patents (1976-2016). The task is: Predict the reactants needed to synthesize the given product. (1) Given the product [CH:1]1([NH:7][C:8]2[N:13]=[CH:12][N:11]=[C:10]([C:14]([NH:17][C:18]3[CH:23]=[CH:22][C:21]([OH:24])=[C:20]([CH3:25])[C:19]=3[CH3:26])=[O:16])[CH:9]=2)[CH2:2][CH2:3][CH2:4][CH2:5][CH2:6]1, predict the reactants needed to synthesize it. The reactants are: [CH:1]1([NH:7][C:8]2[N:13]=[CH:12][N:11]=[C:10]([C:14]([OH:16])=O)[CH:9]=2)[CH2:6][CH2:5][CH2:4][CH2:3][CH2:2]1.[NH2:17][C:18]1[CH:23]=[CH:22][C:21]([OH:24])=[C:20]([CH3:25])[C:19]=1[CH3:26]. (2) Given the product [CH2:22]([C@@H:29]1[CH2:33][O:32][C:31](=[O:34])[N:30]1[C:35](=[O:45])[C@H:36]([CH2:40][S:41]([N:7]1[CH2:6][CH2:5][N:4]([C:10]2[N:15]=[CH:14][C:13]([C:16]3[CH:17]=[N:18][CH:19]=[CH:20][CH:21]=3)=[CH:12][N:11]=2)[CH2:9][CH2:8]1)(=[O:43])=[O:42])[CH:37]([CH3:39])[CH3:38])[C:23]1[CH:28]=[CH:27][CH:26]=[CH:25][CH:24]=1, predict the reactants needed to synthesize it. The reactants are: Cl.Cl.Cl.[N:4]1([C:10]2[N:15]=[CH:14][C:13]([C:16]3[CH:17]=[N:18][CH:19]=[CH:20][CH:21]=3)=[CH:12][N:11]=2)[CH2:9][CH2:8][NH:7][CH2:6][CH2:5]1.[CH2:22]([C@@H:29]1[CH2:33][O:32][C:31](=[O:34])[N:30]1[C:35](=[O:45])[C@H:36]([CH2:40][S:41](Cl)(=[O:43])=[O:42])[CH:37]([CH3:39])[CH3:38])[C:23]1[CH:28]=[CH:27][CH:26]=[CH:25][CH:24]=1.